This data is from Full USPTO retrosynthesis dataset with 1.9M reactions from patents (1976-2016). The task is: Predict the reactants needed to synthesize the given product. (1) Given the product [CH:8]1([CH2:14][N:15]2[C:23]3[C:18](=[CH:19][CH:20]=[CH:21][C:22]=3[O:24][CH3:25])[C:17]([C:26]3[S:28][CH:2]=[C:3]([C:4](=[O:6])[CH3:5])[N:27]=3)=[CH:16]2)[CH2:9][CH2:10][CH2:11][CH2:12][CH2:13]1, predict the reactants needed to synthesize it. The reactants are: Cl[CH2:2][C:3](=O)[C:4](=[O:6])[CH3:5].[CH:8]1([CH2:14][N:15]2[C:23]3[C:18](=[CH:19][CH:20]=[CH:21][C:22]=3[O:24][CH3:25])[C:17]([C:26](=[S:28])[NH2:27])=[CH:16]2)[CH2:13][CH2:12][CH2:11][CH2:10][CH2:9]1. (2) The reactants are: [CH3:1][O:2][C:3]1[CH:4]=[C:5]2[C:10](=[CH:11][CH:12]=1)[CH:9]=[C:8]([C:13]1[O:14][C:15]3[CH:21]=[CH:20][CH:19]=[CH:18][C:16]=3[CH:17]=1)[CH:7]=[CH:6]2.[C:22](Cl)(=[O:27])[CH2:23][CH2:24][CH2:25][CH3:26].[Sn](Cl)(Cl)(Cl)Cl. Given the product [CH3:1][O:2][C:3]1[CH:4]=[C:5]2[C:10](=[CH:11][CH:12]=1)[CH:9]=[C:8]([C:13]1[O:14][C:15]3[CH:21]=[CH:20][CH:19]=[CH:18][C:16]=3[C:17]=1[C:22](=[O:27])[CH2:23][CH2:24][CH2:25][CH3:26])[CH:7]=[CH:6]2, predict the reactants needed to synthesize it. (3) The reactants are: Cl[C:2]1[C:7]([N+:8]([O-:10])=[O:9])=[CH:6][CH:5]=[C:4]([Cl:11])[N:3]=1.[Cl:12][C:13]1[CH:19]=[C:18]([O:20][CH3:21])[C:17]([O:22][CH2:23][C:24]2[C:29]([O:30][CH3:31])=[CH:28][CH:27]=[C:26]([F:32])[C:25]=2[F:33])=[CH:16][C:14]=1[NH2:15].C(N(CC)C(C)C)(C)C.Cl. Given the product [Cl:11][C:4]1[N:3]=[C:2]([NH:15][C:14]2[CH:16]=[C:17]([O:22][CH2:23][C:24]3[C:29]([O:30][CH3:31])=[CH:28][CH:27]=[C:26]([F:32])[C:25]=3[F:33])[C:18]([O:20][CH3:21])=[CH:19][C:13]=2[Cl:12])[C:7]([N+:8]([O-:10])=[O:9])=[CH:6][CH:5]=1, predict the reactants needed to synthesize it.